Dataset: Catalyst prediction with 721,799 reactions and 888 catalyst types from USPTO. Task: Predict which catalyst facilitates the given reaction. (1) Reactant: [Cl:1][C:2]1[C:7]([Cl:8])=[CH:6][CH:5]=[CH:4][C:3]=1[S:9]([N:12]([C:21]1[C:26]([O:27][CH3:28])=[N:25][C:24](Cl)=[C:23]([Cl:30])[N:22]=1)COCC[Si](C)(C)C)(=[O:11])=[O:10].[NH:31]1[CH2:36][CH2:35][O:34][CH2:33][CH2:32]1. Product: [C:33]([O:34][CH2:35][CH3:36])(=[O:10])[CH3:32].[CH3:4][CH2:5][CH2:6][CH:7]([CH3:2])[CH3:32].[Cl:1][C:2]1[C:7]([Cl:8])=[CH:6][CH:5]=[CH:4][C:3]=1[S:9]([NH:12][C:21]1[C:26]([O:27][CH3:28])=[N:25][C:24]([N:31]2[CH2:36][CH2:35][O:34][CH2:33][CH2:32]2)=[C:23]([Cl:30])[N:22]=1)(=[O:10])=[O:11]. The catalyst class is: 1. (2) Reactant: C([O:3][C:4]([C:6]1[S:10][C:9]([NH:11][C:12]([O:14][C:15]([CH3:18])([CH3:17])[CH3:16])=[O:13])=[N:8][C:7]=1[C:19]1[CH:24]=[CH:23][CH:22]=[CH:21][CH:20]=1)=O)C.[H-].[Na+].O[NH:28][C:29](=[NH:31])[CH3:30].C(OCC)(=O)C. Product: [C:15]([O:14][C:12](=[O:13])[NH:11][C:9]1[S:10][C:6]([C:4]2[O:3][N:31]=[C:29]([CH3:30])[N:28]=2)=[C:7]([C:19]2[CH:24]=[CH:23][CH:22]=[CH:21][CH:20]=2)[N:8]=1)([CH3:17])([CH3:18])[CH3:16]. The catalyst class is: 1. (3) Reactant: [OH:1][CH2:2][C:3]1[CH:8]=[CH:7][C:6]([C:9](=O)[CH3:10])=[CH:5][CH:4]=1.[Cl:12][C:13]1[CH:21]=[CH:20][C:16]([CH2:17][O:18][NH2:19])=[CH:15][C:14]=1[C:22]([F:25])([F:24])[F:23].C(O)(=O)C. Product: [Cl:12][C:13]1[CH:21]=[CH:20][C:16]([CH2:17][O:18][N:19]=[C:9]([C:6]2[CH:7]=[CH:8][C:3]([CH2:2][OH:1])=[CH:4][CH:5]=2)[CH3:10])=[CH:15][C:14]=1[C:22]([F:23])([F:24])[F:25]. The catalyst class is: 5. (4) Reactant: [Br:1][C:2]1[C:3]([CH3:19])=[C:4]([C:9]2[CH:14]=[CH:13][CH:12]=[C:11]([C:15]([F:18])([F:17])[F:16])[CH:10]=2)[C:5](Cl)=[N:6][CH:7]=1.O.[NH2:21][NH2:22].O.[O:24]1[CH2:29]COCC1. Product: [Br:1][C:2]1[C:3]([CH3:19])=[C:4]([C:9]2[CH:14]=[CH:13][CH:12]=[C:11]([C:15]([F:18])([F:17])[F:16])[CH:10]=2)[C:5]2[N:6]([C:29](=[O:24])[NH:21][N:22]=2)[CH:7]=1. The catalyst class is: 1. (5) Reactant: [F:1][C:2]1[CH:30]=[CH:29][C:5]([CH2:6][C:7]2[N:11]([CH2:12][C:13]3[O:17][N:16]=[C:15]([C:18]([O:20]CC)=O)[N:14]=3)[N:10]=[C:9]([C:23]3[CH:28]=[CH:27][N:26]=[CH:25][CH:24]=3)[CH:8]=2)=[CH:4][CH:3]=1.[CH3:31][NH:32][CH3:33].C(O)(=O)/C=C\C(O)=O. Product: [F:1][C:2]1[CH:30]=[CH:29][C:5]([CH2:6][C:7]2[N:11]([CH2:12][C:13]3[O:17][N:16]=[C:15]([C:18]([N:32]([CH3:33])[CH3:31])=[O:20])[N:14]=3)[N:10]=[C:9]([C:23]3[CH:24]=[CH:25][N:26]=[CH:27][CH:28]=3)[CH:8]=2)=[CH:4][CH:3]=1. The catalyst class is: 351.